From a dataset of Human Reference Interactome with 51,813 positive PPI pairs across 8,248 proteins, plus equal number of experimentally-validated negative pairs. Binary Classification. Given two protein amino acid sequences, predict whether they physically interact or not. (1) Protein 1 (ENSG00000104826) has sequence MEMLQGLLLLLLLSMGGAWASREPLRPWCHPINAILAVEKEGCPVCITVNTTICAGYCPTMMRVLQAVLPPLPQVVCTYRDVRFESIRLPGCPRGVDPVVSFPVALSCRCGPCRRSTSDCGGPKDHPLTCDHPQLSGLLFL*. Protein 2 (ENSG00000182667) has sequence MGVCGYLFLPWKCLVVVSLRLLFLVPTGVPVRSGDATFPKAMDNVTVRQGESATLRCTIDNRVTRVAWLNRSTILYAGNDKWCLDPRVVLLSNTQTQYSIEIQNVDVYDEGPYTCSVQTDNHPKTSRVHLIVQVSPKIVEISSDISINEGNNISLTCIATGRPEPTVTWRHISPKAVGFVSEDEYLEIQGITREQSGDYECSASNDVAAPVVRRVKVTVNYPPYISEAKGTGVPVGQKGTLQCEASAVPSAEFQWYKDDKRLIEGKKGVKVENRPFLSKLIFFNVSEHDYGNYTCVASNK.... Result: 1 (the proteins interact). (2) Protein 1 (ENSG00000154222) has sequence MMPGPRPRKGPQARGQGVAAAKQMGLFMEFGPEDMLLGMDEAEDDEDLEAELLALTGEAQTTGKKPAPKGQAPLPMAHIEKLAADCMRDVEEEEEEEGLEEDAELLTELQEVLGVDEETEPLDGDEVADPGGSEEENGLEDTEPPVQTAVLTASAPAAQAGASQGLHALLEERIHNYREAAASAKEAGEAAKARRCERGLKTLESQLASVRRGRKINEDEIPPPVALGKRPLAPQEPANRSPETDPPAPPALESDNPSQPETSLPGISAQPVSDLDPDPRALLSSRQREYKVAALSAKRA.... Protein 2 (ENSG00000166226) has sequence MASLSLAPVNIFKAGADEERAETARLTSFIGAIAIGDLVKSTLGPKGMDKILLSSGRDASLMVTNDGATILKNIGVDNPAAKVLVDMSRVQDDEVGDGTTSVTVLAAELLREAESLIAKKIHPQTIIAGWREATKAAREALLSSAVDHGSDEVKFRQDLMNIAGTTLSSKLLTHHKDHFTKLAVEAVLRLKGSGNLEAIHIIKKLGGSLADSYLDEGFLLDKKIGVNQPKRIENAKILIANTGMDTDKIKIFGSRVRVDSTAKVAEIEHAEKEKMKEKVERILKHGINCFINRQLIYNYP.... Result: 0 (the proteins do not interact). (3) Result: 0 (the proteins do not interact). Protein 2 (ENSG00000127220) has sequence MLTGVTDGIFCCLLGTPPNAVGPLESVESSDGYTFVEVKPGRVLRVKHAGPAPAAAPPPPSSASSDAAQGDLSGLVRCQRRITVYRNGRLLVENLGRAPRADLLHGQNGSGEPPAALEVELADPAGSDGRLAPGSAGSGSGSGSGGRRRRARRPKRTIHIDCEKRITSCKGAQADVVLFFIHGVGGSLAIWKEQLDFFVRLGYEVVAPDLAGHGASSAPQVAAAYTFYALAEDMRAIFKRYAKKRNVLIGHSYGVSFCTFLAHEYPDLVHKVIMINGGGPTALEPSFCSIFNMPTCVLHC.... Protein 1 (ENSG00000100336) has sequence MGSWVQLITSVGTSGLFLGVRVREEGAGMRCSKTIQAGQWLDSSKGPLGPSPPPVPTAGYSSSFCVHYVNLLPGVLVLSVTSQYPHLSMALCQLAAHDWPRLSCVCV*MGSWVQLITSVGVQQNHPGWTVAGQFQEKKRFTEEVIEYFQKKVSPVHLKILLTSDEAWKRFVRVAELPREEADALYEALKNLTPYVAIEDKDMQQKEQQFREWFLKEFPQIRWKIQESIERLRVIANEIEKVHRGCVIANVVSGSTGILSVIGVMLAPFTAGLSLSITAAGVGLGIASATAGIASSIVENT.... (4) Protein 1 (ENSG00000244411) has sequence MGCCGCSEGCGSGCGGCGSGCGGCGSGCGGCGSSCCVPVCCCKPVCCCVPACSCSSCGSCGGSKGGCGSCGGSKGGCGSCGGSKGGCGSCGCSQCSCYKPCCCSSGCGSSCCQSSCCKPCCCQSSCCKPCCCSSGCGSSCCQSSCCNPCCSQSSCCVPVCCQCKI*. Protein 2 (ENSG00000152056) has sequence MIHFILLFSRQGKLRLQKWYITLPDKERKKITREIVQIILSRGHRTSSFVDWKELKLVYKRSVSWILSLILKRLISSWTSL*MIHFILLFSRQGKLRLQKWYITLPDKERKKITREIVQIILSRGHRTSSFVDWKELKLVYKRCL*MIHFILLFSRQGKLRLQKWYITLPDKERKKITREIVQIILSRGHRTSSFVDWKELKLVYKRYASLYFCCAIENQDNELLTLEIVHRYVELLDKYFGNTWPFARA*MIHFILLFSRQGKLRLQKWYITLPDKERKKITREIVQIILSRGHRTSSF.... Result: 0 (the proteins do not interact). (5) Protein 1 (ENSG00000163959) has sequence MEPGRTQIKLDPRYTADLLEVLKTNYGIPSACFSQPPTAAQLLRALGPVELALTSILTLLALGSIAIFLEDAVYLYKNTLCPIKRRTLLWKSSAPTVVSVLCCFGLWIPRSLVLVEMTITSFYAVCFYLLMLVMVEGFGGKEAVLRTLRDTPMMVHTGPCCCCCPCCPRLLLTRKKLQLLMLGPFQYAFLKITLTLVGLFLVPDGIYDPADISEGSTALWINTFLGVSTLLALWTLGIISRQARLHLGEQNMGAKFALFQVLLILTALQPSIFSVLANGGQIACSPPYSSKTRSQVMNCH.... Protein 2 (ENSG00000185728) has sequence MSATSVDQRPKGQGNKVSVQNGSIHQKDAVNDDDFEPYLSSQTNQERNRNKQ*MSATSVDQRPKGQGNKVSVQNGSIHQKDAVNDDDFEPYLSSQTNQSNSYPPMSDPYMPSYYAPSIGFPYSLGEAAWSTAGDQPMPYLTTYGQMSNGEHHYIPDGVFSQPGALGNTPPFLGQHGFNFFPGNADFSTWGTSGSQGQSTQSSAYSSSYGYPPSSLGRAITDGQAGFGNDTLSKVPGISSIEQGMTGLKIGGDLTAAVTKTVGTALSSSGMTSIATNSVPPVSSAAPKPTSWAAIARKPAK.... Result: 0 (the proteins do not interact).